Dataset: Full USPTO retrosynthesis dataset with 1.9M reactions from patents (1976-2016). Task: Predict the reactants needed to synthesize the given product. (1) Given the product [F:40][C:34]1[CH:35]=[CH:36][C:37]([O:19][C:5]2[N:10]=[C:9]([C:11]3[CH:12]=[N:13][N:14]([CH3:16])[CH:15]=3)[CH:8]=[CH:7][N:6]=2)=[CH:38][C:33]=1[NH2:32], predict the reactants needed to synthesize it. The reactants are: CS([C:5]1[N:10]=[C:9]([C:11]2[CH:12]=[N:13][N:14]([CH3:16])[CH:15]=2)[CH:8]=[CH:7][N:6]=1)(=O)=O.CS(C1N=C(C2C=NN(C)C=2)C=CN=1)=[O:19].[NH2:32][C:33]1[CH:38]=[CH:37][C:36](O)=[CH:35][C:34]=1[F:40].C([O-])([O-])=O.[K+].[K+]. (2) Given the product [F:23][C:24]1[C:32]([O:33][C:2]2[C:11]3[C:6](=[CH:7][C:8]([O:14][CH2:15][CH2:16][CH2:17][C:18]([O:20][CH2:21][CH3:22])=[O:19])=[C:9]([O:12][CH3:13])[CH:10]=3)[N:5]=[CH:4][N:3]=2)=[CH:31][CH:30]=[C:29]2[C:25]=1[CH:26]=[C:27]([CH3:34])[NH:28]2, predict the reactants needed to synthesize it. The reactants are: Cl[C:2]1[C:11]2[C:6](=[CH:7][C:8]([O:14][CH2:15][CH2:16][CH2:17][C:18]([O:20][CH2:21][CH3:22])=[O:19])=[C:9]([O:12][CH3:13])[CH:10]=2)[N:5]=[CH:4][N:3]=1.[F:23][C:24]1[C:32]([OH:33])=[CH:31][CH:30]=[C:29]2[C:25]=1[CH:26]=[C:27]([CH3:34])[NH:28]2.C(=O)([O-])[O-].[Cs+].[Cs+]. (3) The reactants are: F[C:2]1[CH:9]=[CH:8][CH:7]=[C:6]([O:10][C:11]2[CH:16]=[CH:15][CH:14]=[CH:13][CH:12]=2)[C:3]=1[C:4]#[N:5].Cl.[C:18]([NH2:26])(=[NH:25])[C:19]1[CH:24]=[CH:23][CH:22]=[CH:21][CH:20]=1.C([O-])(=O)C.[Na+]. Given the product [NH2:5][C:4]1[C:3]2[C:2](=[CH:9][CH:8]=[CH:7][C:6]=2[O:10][C:11]2[CH:16]=[CH:15][CH:14]=[CH:13][CH:12]=2)[N:26]=[C:18]([C:19]2[CH:24]=[CH:23][CH:22]=[CH:21][CH:20]=2)[N:25]=1, predict the reactants needed to synthesize it. (4) Given the product [F:6][C:7]1[C:8]([OH:13])=[C:9]([CH:10]=[CH:11][CH:12]=1)[CH:4]=[O:5], predict the reactants needed to synthesize it. The reactants are: [Mg+2].[Cl-].[Cl-].[CH2:4]=[O:5].[F:6][C:7]1[CH:12]=[CH:11][CH:10]=[CH:9][C:8]=1[OH:13]. (5) Given the product [CH2:13]([N:20]1[C:28]2[C:23](=[CH:24][CH:25]=[C:26]([O:29][C:2]3[N:3]=[C:4]([OH:12])[C:5]4[CH:11]=[CH:10][N:9]=[CH:8][C:6]=4[N:7]=3)[CH:27]=2)[CH:22]=[N:21]1)[C:14]1[CH:15]=[CH:16][CH:17]=[CH:18][CH:19]=1, predict the reactants needed to synthesize it. The reactants are: Cl[C:2]1[N:3]=[C:4]([OH:12])[C:5]2[CH:11]=[CH:10][N:9]=[CH:8][C:6]=2[N:7]=1.[CH2:13]([N:20]1[C:28]2[C:23](=[CH:24][CH:25]=[C:26]([OH:29])[CH:27]=2)[CH:22]=[N:21]1)[C:14]1[CH:19]=[CH:18][CH:17]=[CH:16][CH:15]=1. (6) Given the product [CH2:2]([OH:3])[CH2:1][O:12][CH2:9][CH2:8][O:7][CH2:6][CH2:5][OH:13], predict the reactants needed to synthesize it. The reactants are: [CH2:1]1[O:3][CH2:2]1.C(O)[CH:5]([OH:13])[CH2:6][O:7][CH2:8][CH:9]([OH:12])CO. (7) Given the product [CH2:1]([O:3][C:4]([C:6]1[C:7]([O:22][C:23](=[O:28])[C:24]([CH3:27])([CH3:26])[CH3:25])=[C:8]2[C:14]([Cl:36])=[CH:13][N:12]([CH2:15][C:16]3[CH:21]=[CH:20][CH:19]=[CH:18][CH:17]=3)[C:9]2=[CH:10][N:11]=1)=[O:5])[CH3:2], predict the reactants needed to synthesize it. The reactants are: [CH2:1]([O:3][C:4]([C:6]1[C:7]([O:22][C:23](=[O:28])[C:24]([CH3:27])([CH3:26])[CH3:25])=[C:8]2[CH:14]=[CH:13][N:12]([CH2:15][C:16]3[CH:21]=[CH:20][CH:19]=[CH:18][CH:17]=3)[C:9]2=[CH:10][N:11]=1)=[O:5])[CH3:2].C1C(=O)N([Cl:36])C(=O)C1.